This data is from Peptide-MHC class I binding affinity with 185,985 pairs from IEDB/IMGT. The task is: Regression. Given a peptide amino acid sequence and an MHC pseudo amino acid sequence, predict their binding affinity value. This is MHC class I binding data. (1) The peptide sequence is FMGVLVNSL. The MHC is HLA-A02:06 with pseudo-sequence HLA-A02:06. The binding affinity (normalized) is 0.416. (2) The binding affinity (normalized) is 0.0136. The peptide sequence is VLQAGFFLLT. The MHC is HLA-A68:02 with pseudo-sequence HLA-A68:02. (3) The peptide sequence is KRASGDPYF. The MHC is HLA-A03:01 with pseudo-sequence HLA-A03:01. The binding affinity (normalized) is 0.0847. (4) The peptide sequence is GYDRRGEKY. The MHC is HLA-B35:01 with pseudo-sequence HLA-B35:01. The binding affinity (normalized) is 0.0847. (5) The peptide sequence is KLRQGNTLV. The MHC is HLA-A01:01 with pseudo-sequence HLA-A01:01. The binding affinity (normalized) is 0.0847. (6) The binding affinity (normalized) is 0. The MHC is HLA-A29:02 with pseudo-sequence HLA-A29:02. The peptide sequence is KTKDYVNGL. (7) The peptide sequence is STATLCLGHH. The MHC is HLA-A68:01 with pseudo-sequence HLA-A68:01. The binding affinity (normalized) is 0.294. (8) The peptide sequence is LSISGDLNSI. The MHC is H-2-Db with pseudo-sequence H-2-Db. The binding affinity (normalized) is 0.157. (9) The peptide sequence is YNYSLTLEW. The MHC is HLA-B57:01 with pseudo-sequence HLA-B57:01. The binding affinity (normalized) is 0.441. (10) The peptide sequence is DLTQIFEVY. The MHC is HLA-A11:01 with pseudo-sequence HLA-A11:01. The binding affinity (normalized) is 0.433.